Dataset: Forward reaction prediction with 1.9M reactions from USPTO patents (1976-2016). Task: Predict the product of the given reaction. (1) The product is: [CH:24]([NH:27][CH2:28][C:29]1[CH:30]=[C:31]([CH:35]=[C:36]([C:38]([F:39])([F:40])[F:41])[CH:37]=1)[C:32]([NH:23][C:5]1[CH:4]=[CH:3][C:2]([CH3:1])=[C:7]([NH:8][C:9]2[N:13]([C:14]3[CH:19]=[C:18]([NH:20][CH3:21])[N:17]=[CH:16][N:15]=3)[N:12]=[C:11]([CH3:22])[CH:10]=2)[CH:6]=1)=[O:33])([CH3:26])[CH3:25]. Given the reactants [CH3:1][C:2]1[C:7]([NH:8][C:9]2[N:13]([C:14]3[CH:19]=[C:18]([NH:20][CH3:21])[N:17]=[CH:16][N:15]=3)[N:12]=[C:11]([CH3:22])[CH:10]=2)=[CH:6][C:5]([NH2:23])=[CH:4][CH:3]=1.[CH:24]([NH:27][CH2:28][C:29]1[CH:30]=[C:31]([CH:35]=[C:36]([C:38]([F:41])([F:40])[F:39])[CH:37]=1)[C:32](O)=[O:33])([CH3:26])[CH3:25].CN(C(ON1N=NC2C=CC=NC1=2)=[N+](C)C)C.F[P-](F)(F)(F)(F)F.CCN(C(C)C)C(C)C, predict the reaction product. (2) Given the reactants O=C=[N:3]C1CC(C)(C)CC(C)(CN=C=O)C1.[C:17]([O:21][CH2:22][CH:23](CC)CCCC)(=[O:20])[CH:18]=[CH2:19], predict the reaction product. The product is: [C:17]([OH:21])(=[O:20])[CH:18]=[CH2:19].[NH2:3][C:17]([O:21][CH2:22][CH3:23])=[O:20]. (3) Given the reactants [Si:1](Cl)([C:4]([CH3:7])([CH3:6])[CH3:5])([CH3:3])[CH3:2].[OH:9][C:10]1[CH:15]=[C:14]([CH3:16])[C:13]([C:17]2[CH:22]=[CH:21][CH:20]=[C:19]([CH:23]=[O:24])[CH:18]=2)=[C:12]([CH3:25])[CH:11]=1.N1C=CN=C1, predict the reaction product. The product is: [Si:1]([O:9][C:10]1[CH:15]=[C:14]([CH3:16])[C:13]([C:17]2[CH:22]=[CH:21][CH:20]=[C:19]([CH:23]=[O:24])[CH:18]=2)=[C:12]([CH3:25])[CH:11]=1)([C:4]([CH3:7])([CH3:6])[CH3:5])([CH3:3])[CH3:2].